This data is from Reaction yield outcomes from USPTO patents with 853,638 reactions. The task is: Predict the reaction yield, written as a fraction of the theoretical maximum amount of product (1.0 means a 100% yield; for example, 0.34 means a 34% yield). (1) The reactants are O[CH:2]1[N:6]([C:7]2[CH:12]=[CH:11][C:10]([I:13])=[CH:9][N:8]=2)[C:5](=[O:14])[CH2:4][C:3]1([CH3:16])[CH3:15].FC(F)(F)C(OC(=O)C(F)(F)F)=O.FC(F)(F)C(O)=O.C([SiH](CC)CC)C. The catalyst is C(Cl)Cl. The product is [I:13][C:10]1[CH:11]=[CH:12][C:7]([N:6]2[CH2:2][C:3]([CH3:15])([CH3:16])[CH2:4][C:5]2=[O:14])=[N:8][CH:9]=1. The yield is 0.800. (2) The reactants are Cl[C:2]1[C:11]2[C:6](=[N:7][CH:8]=[C:9]([F:12])[CH:10]=2)[NH:5][C:4](=[O:13])[C:3]=1[C:14]#[N:15].[N:16]1([C:22]([C:24]2[S:25][CH:26]=[CH:27][CH:28]=2)=[O:23])[CH2:21][CH2:20][NH:19][CH2:18][CH2:17]1. No catalyst specified. The product is [F:12][C:9]1[CH:10]=[C:11]2[C:6](=[N:7][CH:8]=1)[NH:5][C:4](=[O:13])[C:3]([C:14]#[N:15])=[C:2]2[N:19]1[CH2:20][CH2:21][N:16]([C:22]([C:24]2[S:25][CH:26]=[CH:27][CH:28]=2)=[O:23])[CH2:17][CH2:18]1. The yield is 0.790. (3) The reactants are [F:1][C:2]1[CH:10]=[CH:9][C:8]([Cl:11])=[CH:7][C:3]=1[C:4]([OH:6])=O.CCN=C=NCCCN(C)C.C1C=CC2N(O)N=NC=2C=1.[Cl:33][CH2:34][C:35]([NH:37]O)=[NH:36].C1C2C(C3ON=C(N)N=3)CN(C2)C1. The catalyst is CN(C=O)C. The yield is 0.560. The product is [Cl:11][C:8]1[CH:9]=[CH:10][C:2]([F:1])=[C:3]([C:4]2[O:6][N:37]=[C:35]([CH2:34][Cl:33])[N:36]=2)[CH:7]=1.